This data is from Catalyst prediction with 721,799 reactions and 888 catalyst types from USPTO. The task is: Predict which catalyst facilitates the given reaction. (1) Reactant: Br[C:2]1[CH:3]=[C:4]2[C:8](=[C:9]([C:11]([NH2:13])=[O:12])[CH:10]=1)[NH:7][CH:6]=[C:5]2[CH:14]1[CH2:19][CH2:18][S:17](=[O:21])(=[O:20])[CH:16]([C:22]2[CH:27]=[CH:26][CH:25]=[CH:24][CH:23]=2)[CH2:15]1.O1[CH2:33][CH2:32]OCC1.O.[NH4+]. Product: [O:20]=[S:17]1(=[O:21])[CH2:18][CH2:19][CH:14]([C:5]2[C:4]3[C:8](=[C:9]([C:11]([NH2:13])=[O:12])[CH:10]=[C:2]([C:33]4[CH:32]=[CH:9][CH:10]=[CH:2][CH:3]=4)[CH:3]=3)[NH:7][CH:6]=2)[CH2:15][CH:16]1[C:22]1[CH:23]=[CH:24][CH:25]=[CH:26][CH:27]=1. The catalyst class is: 418. (2) Reactant: [CH3:1][C:2]1([CH3:20])[C:11]2[C:6](=[CH:7][CH:8]=[C:9]([CH3:12])[CH:10]=2)[NH:5][CH:4]([C:13]2[CH:14]=[C:15]([NH2:19])[CH:16]=[CH:17][CH:18]=2)[CH2:3]1.N1C=CC=CC=1.[F:27][C:28]1[CH:33]=[CH:32][C:31]([S:34](Cl)(=[O:36])=[O:35])=[CH:30][CH:29]=1. Product: [F:27][C:28]1[CH:33]=[CH:32][C:31]([S:34]([NH:19][C:15]2[CH:16]=[CH:17][CH:18]=[C:13]([CH:4]3[CH2:3][C:2]([CH3:20])([CH3:1])[C:11]4[C:6](=[CH:7][CH:8]=[C:9]([CH3:12])[CH:10]=4)[NH:5]3)[CH:14]=2)(=[O:36])=[O:35])=[CH:30][CH:29]=1. The catalyst class is: 4. (3) The catalyst class is: 10. Reactant: [CH2:1]([NH2:8])[C:2]1[CH:7]=[CH:6][CH:5]=[CH:4][CH:3]=1.C(=O)([O-])[O-].[Ca+2]. Product: [CH2:1]([NH:8][CH2:4][CH2:3][CH2:2][C:1]#[N:8])[C:2]1[CH:7]=[CH:6][CH:5]=[CH:4][CH:3]=1. (4) Reactant: [CH2:1]([O:3][C:4](=[O:26])[C:5]1(C(OCC)=O)[CH:9]([C:10]2[CH:15]=[CH:14][C:13]([O:16]C)=[CH:12][CH:11]=2)[CH2:8][CH2:7][N:6]1C(=O)C)[CH3:2].[BrH:27]. Product: [BrH:27].[OH:16][C:13]1[CH:14]=[CH:15][C:10]([CH:9]2[CH2:8][CH2:7][NH:6][C@@H:5]2[C:4]([O:3][CH2:1][CH3:2])=[O:26])=[CH:11][CH:12]=1. The catalyst class is: 52. (5) Reactant: [CH:1]1([C:4]2[CH:9]=[CH:8][N:7]=[CH:6][C:5]=2[N:10]2[CH2:14][CH2:13][NH:12][C:11]2=[O:15])[CH2:3][CH2:2]1.[Cl:16][C:17]1[CH:22]=[C:21](Cl)[N:20]=[C:19]([C:24]([F:27])([F:26])[F:25])[N:18]=1.CC1(C)C2C(=C(P(C3C=CC=CC=3)C3C=CC=CC=3)C=CC=2)OC2C(P(C3C=CC=CC=3)C3C=CC=CC=3)=CC=CC1=2.C(=O)([O-])[O-].[Cs+].[Cs+]. Product: [Cl:16][C:17]1[N:18]=[C:19]([C:24]([F:27])([F:26])[F:25])[N:20]=[C:21]([N:12]2[CH2:13][CH2:14][N:10]([C:5]3[CH:6]=[N:7][CH:8]=[CH:9][C:4]=3[CH:1]3[CH2:3][CH2:2]3)[C:11]2=[O:15])[CH:22]=1. The catalyst class is: 102. (6) Reactant: CS(O[CH2:6][C:7]1([NH:10][C:11]([O:13][CH2:14][C:15]2[CH:20]=[CH:19][CH:18]=[CH:17][CH:16]=2)=[O:12])[CH2:9][CH2:8]1)(=O)=O.[N-:21]=[N+:22]=[N-:23].[Na+].O. Product: [N:21]([CH2:6][C:7]1([NH:10][C:11](=[O:12])[O:13][CH2:14][C:15]2[CH:20]=[CH:19][CH:18]=[CH:17][CH:16]=2)[CH2:9][CH2:8]1)=[N+:22]=[N-:23]. The catalyst class is: 3.